From a dataset of Full USPTO retrosynthesis dataset with 1.9M reactions from patents (1976-2016). Predict the reactants needed to synthesize the given product. (1) Given the product [F:1][C:2]1[CH:7]=[CH:6][C:5]([CH2:8][C:9]([Cl:15])=[O:11])=[CH:4][CH:3]=1, predict the reactants needed to synthesize it. The reactants are: [F:1][C:2]1[CH:7]=[CH:6][C:5]([CH2:8][C:9]([OH:11])=O)=[CH:4][CH:3]=1.C(Cl)(=O)C([Cl:15])=O. (2) Given the product [C:5]([NH:8][C:9]1[C:10]([N+:1]([O-:4])=[O:2])=[C:11]([CH:15]=[CH:16][C:17]=1[CH3:18])[C:12]([OH:14])=[O:13])(=[O:7])[CH3:6], predict the reactants needed to synthesize it. The reactants are: [N+:1]([O-:4])(O)=[O:2].[C:5]([NH:8][C:9]1[CH:10]=[C:11]([CH:15]=[CH:16][C:17]=1[CH3:18])[C:12]([OH:14])=[O:13])(=[O:7])[CH3:6].NC1C([N+]([O-])=O)=C(C)C([N+]([O-])=O)=CC=1C#N. (3) Given the product [NH:27]1[C:28]2[C:24](=[CH:23][C:22]([NH:21][C:18]3[C:19]4[S:20][C:12]([C:5]5[CH:6]=[CH:7][C:2]([CH3:1])=[CH:3][CH:4]=5)=[CH:13][C:14]=4[N:15]=[CH:16][N:17]=3)=[CH:30][CH:29]=2)[CH:25]=[CH:26]1, predict the reactants needed to synthesize it. The reactants are: [CH3:1][C:2]1[CH:7]=[CH:6][C:5](B(O)O)=[CH:4][CH:3]=1.Br[C:12]1[S:20][C:19]2[C:18]([NH:21][C:22]3[CH:23]=[C:24]4[C:28](=[CH:29][CH:30]=3)[NH:27][CH:26]=[CH:25]4)=[N:17][CH:16]=[N:15][C:14]=2[CH:13]=1. (4) Given the product [CH:3]1([CH2:6][O:7][C:9]2[N:10]3[C:15]([CH:16]=[CH:17][CH:18]=2)=[C:14]([C:19]2[C:20]([Cl:26])=[CH:21][CH:22]=[CH:23][C:24]=2[Cl:25])[C:13](=[O:27])[CH:12]=[CH:11]3)[CH2:5][CH2:4]1, predict the reactants needed to synthesize it. The reactants are: [H-].[Na+].[CH:3]1([CH2:6][OH:7])[CH2:5][CH2:4]1.Cl[C:9]1[N:10]2[C:15]([CH:16]=[CH:17][CH:18]=1)=[C:14]([C:19]1[C:24]([Cl:25])=[CH:23][CH:22]=[CH:21][C:20]=1[Cl:26])[C:13](=[O:27])[CH:12]=[CH:11]2. (5) The reactants are: Br[C:2]1[C:7]([CH3:8])=[CH:6][C:5]([C:9]([CH3:12])([CH3:11])[CH3:10])=[CH:4][C:3]=1[CH3:13].[ClH:14]. Given the product [Cl:14][C:2]1[C:7]([CH3:8])=[CH:6][C:5]([C:9]([CH3:12])([CH3:11])[CH3:10])=[CH:4][C:3]=1[CH3:13], predict the reactants needed to synthesize it. (6) Given the product [N+:1]([C:8]1[CH:7]=[C:6]2[C:11](=[CH:10][CH:9]=1)[CH:12]1[O:16][CH:5]2[CH2:15][NH:14][CH2:13]1)([O-:4])=[O:2], predict the reactants needed to synthesize it. The reactants are: [N+:1]([O-:4])(O)=[O:2].[CH:5]12[O:16][CH:12]([CH2:13][NH:14][CH2:15]1)[C:11]1[C:6]2=[CH:7][CH:8]=[CH:9][CH:10]=1.[OH-].[Na+]. (7) Given the product [CH2:11]([O:19][C:11](=[O:19])[C@H:10]([CH3:20])[CH2:9][C@H:8]([NH2:12])[CH2:7][C:4]1[CH:3]=[CH:2][C:1]([C:1]2[CH:6]=[CH:5][CH:4]=[CH:3][CH:2]=2)=[CH:6][CH:5]=1)[CH3:10], predict the reactants needed to synthesize it. The reactants are: [C:1]1(C2C=CC=CC=2)[CH:6]=[CH:5][C:4]([CH2:7][C@H:8]2[N:12](C(=O)C(C)(C)C)[C:11](=[O:19])[C@H:10]([CH3:20])[CH2:9]2)=[CH:3][CH:2]=1.Cl(O)(=O)(=O)=O. (8) The reactants are: [F:1][C:2]([F:21])([F:20])[C:3]1[CH:8]=[C:7]([C:9]([F:12])([F:11])[F:10])[CH:6]=[CH:5][C:4]=1[C:13]1[CH:17]=[C:16]([CH2:18]Cl)[O:15][N:14]=1.[F:22][C:23]1[C:28]([F:29])=[CH:27][CH:26]=[CH:25][C:24]=1[C:30]1[N:31]=[C:32]2[CH:37]=[CH:36][NH:35][N:34]=[C:33]2[N:38]=1. Given the product [F:1][C:2]([F:21])([F:20])[C:3]1[CH:8]=[C:7]([C:9]([F:12])([F:11])[F:10])[CH:6]=[CH:5][C:4]=1[C:13]1[CH:17]=[C:16]([CH2:18][N:35]2[CH:36]=[CH:37][C:32]3=[N:31][C:30]([C:24]4[CH:25]=[CH:26][CH:27]=[C:28]([F:29])[C:23]=4[F:22])=[N:38][C:33]3=[N:34]2)[O:15][N:14]=1, predict the reactants needed to synthesize it.